Dataset: Forward reaction prediction with 1.9M reactions from USPTO patents (1976-2016). Task: Predict the product of the given reaction. Given the reactants [Br:1][C:2]1[CH:7]=[C:6](Br)[CH:5]=[C:4](Br)[CH:3]=1.C([Li])CCC.[CH3:15][Si:16]([CH3:19])([CH3:18])Cl, predict the reaction product. The product is: [CH3:15][Si:16]([CH3:19])([CH3:18])[C:4]1[CH:3]=[C:2]([Br:1])[CH:7]=[C:6]([Si:16]([CH3:19])([CH3:18])[CH3:15])[CH:5]=1.